Dataset: Forward reaction prediction with 1.9M reactions from USPTO patents (1976-2016). Task: Predict the product of the given reaction. (1) Given the reactants [NH2:1][C:2]1[C:3]([C:20]2[O:24][C:23]([C:25]3[CH:30]=[CH:29][C:28]([C:31](=O)[CH3:32])=[CH:27][CH:26]=3)=[N:22][N:21]=2)=[N:4][C:5]([C:8]2[CH:13]=[CH:12][C:11]([S:14]([CH:17]([CH3:19])[CH3:18])(=[O:16])=[O:15])=[CH:10][CH:9]=2)=[CH:6][N:7]=1.Cl.CN.[CH2:37]([N:39](CC)CC)C.[BH4-].[Na+], predict the reaction product. The product is: [CH:17]([S:14]([C:11]1[CH:10]=[CH:9][C:8]([C:5]2[N:4]=[C:3]([C:20]3[O:24][C:23]([C:25]4[CH:26]=[CH:27][C:28]([CH:31]([NH:39][CH3:37])[CH3:32])=[CH:29][CH:30]=4)=[N:22][N:21]=3)[C:2]([NH2:1])=[N:7][CH:6]=2)=[CH:13][CH:12]=1)(=[O:16])=[O:15])([CH3:18])[CH3:19]. (2) Given the reactants [CH2:1]([N:8]1[C@H:12]([CH2:13][OH:14])[CH2:11][CH2:10][C:9]1=[O:15])[C:2]1[CH:7]=[CH:6][CH:5]=[CH:4][CH:3]=1.[OH:16][C:17]1[CH:24]=[CH:23][CH:22]=[C:21](O)[C:18]=1[CH:19]=[O:20].C1C=CC(P(C2C=CC=CC=2)C2C=CC=CC=2)=CC=1.CC(OC(/N=N/C(OC(C)C)=O)=O)C.C(C#N)(C)=O, predict the reaction product. The product is: [CH2:1]([N:8]1[C:9](=[O:15])[CH2:10][CH2:11][C@H:12]1[CH2:13][O:14][C:21]1[CH:22]=[CH:23][CH:24]=[C:17]([OH:16])[C:18]=1[CH:19]=[O:20])[C:2]1[CH:3]=[CH:4][CH:5]=[CH:6][CH:7]=1.